From a dataset of Forward reaction prediction with 1.9M reactions from USPTO patents (1976-2016). Predict the product of the given reaction. Given the reactants [Cl:1][C:2]1[C:3]([F:25])=[C:4]([N:8]2[C:12]([S:13][C:14]3[CH:15]=[N:16][CH:17]=[CH:18][CH:19]=3)=[CH:11][C:10]([C:20](OCC)=[O:21])=[N:9]2)[CH:5]=[CH:6][CH:7]=1.[H-].C([Al+]CC(C)C)C(C)C.C1(C)C=CC=CC=1.[OH-].[Na+], predict the reaction product. The product is: [Cl:1][C:2]1[C:3]([F:25])=[C:4]([N:8]2[C:12]([S:13][C:14]3[CH:15]=[N:16][CH:17]=[CH:18][CH:19]=3)=[CH:11][C:10]([CH2:20][OH:21])=[N:9]2)[CH:5]=[CH:6][CH:7]=1.